Dataset: Forward reaction prediction with 1.9M reactions from USPTO patents (1976-2016). Task: Predict the product of the given reaction. (1) Given the reactants [CH2:1]([C@@H:3]1[CH2:24][O:23][C:6]2=[C:7]3[C:12](=[CH:13][CH:14]=[C:5]2[NH:4]1)[N:11]=[C:10]([O:15][CH:16]([CH3:18])[CH3:17])[CH:9]=[C:8]3[C:19]([F:22])([F:21])[F:20])[CH3:2].C([O-])([O-])=O.[K+].[K+].[CH2:31](Br)[CH:32]=[CH2:33].O, predict the reaction product. The product is: [CH2:33]([N:4]1[C:5]2[C:6](=[C:7]3[C:12](=[CH:13][CH:14]=2)[N:11]=[C:10]([O:15][CH:16]([CH3:18])[CH3:17])[CH:9]=[C:8]3[C:19]([F:21])([F:22])[F:20])[O:23][CH2:24][C@H:3]1[CH2:1][CH3:2])[CH:32]=[CH2:31]. (2) Given the reactants [CH2:1]([O:8][C:9]([N:11]1[CH2:15][CH2:14][C@H:13]([OH:16])[C@H:12]1[C:17]([OH:19])=O)=[O:10])[C:2]1[CH:7]=[CH:6][CH:5]=[CH:4][CH:3]=1.CN(C(ON1N=NC2C=CC=NC1=2)=[N+](C)C)C.F[P-](F)(F)(F)(F)F.CCN(C(C)C)C(C)C.FC(F)(F)C(O)=O.[NH2:60][C:61]1[S:62][CH:63]=[C:64]([C:66]2[CH:77]=[CH:76][C:69]([C:70]([NH:72][CH:73]3[CH2:75][CH2:74]3)=[O:71])=[CH:68][CH:67]=2)[N:65]=1, predict the reaction product. The product is: [CH2:1]([O:8][C:9]([N:11]1[CH2:15][CH2:14][C@H:13]([OH:16])[C@H:12]1[C:17](=[O:19])[NH:60][C:61]1[S:62][CH:63]=[C:64]([C:66]2[CH:67]=[CH:68][C:69]([C:70](=[O:71])[NH:72][CH:73]3[CH2:75][CH2:74]3)=[CH:76][CH:77]=2)[N:65]=1)=[O:10])[C:2]1[CH:3]=[CH:4][CH:5]=[CH:6][CH:7]=1.